The task is: Predict the product of the given reaction.. This data is from Forward reaction prediction with 1.9M reactions from USPTO patents (1976-2016). (1) Given the reactants [CH3:1][C:2]1[C:11]([NH:12][C:13]2[CH:18]=[CH:17][C:16]([C:19]([F:22])([F:21])[F:20])=[CH:15][C:14]=2[N+:23]([O-])=O)=[CH:10][CH:9]=[CH:8][C:3]=1[C:4]([O:6][CH3:7])=[O:5], predict the reaction product. The product is: [NH2:23][C:14]1[CH:15]=[C:16]([C:19]([F:21])([F:22])[F:20])[CH:17]=[CH:18][C:13]=1[NH:12][C:11]1[C:2]([CH3:1])=[C:3]([CH:8]=[CH:9][CH:10]=1)[C:4]([O:6][CH3:7])=[O:5]. (2) Given the reactants [Cl:1]OC(C)(C)C.C(Cl)(Cl)(Cl)Cl.C(Cl)(Cl)Cl.[F:16][C:17]1[CH:18]=[CH:19][C:20]([O:23][CH2:24][C:25]2[N:29]([CH3:30])[N:28]=[CH:27][C:26]=2[CH:31]=[N:32][OH:33])=[N:21][CH:22]=1, predict the reaction product. The product is: [F:16][C:17]1[CH:18]=[CH:19][C:20]([O:23][CH2:24][C:25]2[N:29]([CH3:30])[N:28]=[CH:27][C:26]=2[C:31]([Cl:1])=[N:32][OH:33])=[N:21][CH:22]=1. (3) Given the reactants C([O:4][CH2:5][C@@H:6]([O:54]C(=O)C)[C@@H:7]([O:30][C@H:31]1[C@H:36]([O:37]C(=O)C)[C@@H:35]([O:41]C(=O)C)[C@@H:34]([O:45]C(=O)C)[C@@H:33]([CH2:49][O:50]C(=O)C)[O:32]1)[C@H:8]([O:26]C(=O)C)[C@@H:9]([O:22]C(=O)C)[C:10](=[O:21])[NH:11][C@@H:12]([CH3:20])[CH2:13][C:14]1[CH:19]=[CH:18][CH:17]=[CH:16][CH:15]=1)(=O)C.C[O-].[Na+], predict the reaction product. The product is: [OH:22][C@H:9]([C@@H:8]([OH:26])[C@H:7]([O:30][C@H:31]1[C@H:36]([OH:37])[C@@H:35]([OH:41])[C@@H:34]([OH:45])[C@@H:33]([CH2:49][OH:50])[O:32]1)[C@H:6]([OH:54])[CH2:5][OH:4])[C:10]([NH:11][C@@H:12]([CH3:20])[CH2:13][C:14]1[CH:19]=[CH:18][CH:17]=[CH:16][CH:15]=1)=[O:21]. (4) Given the reactants [F:1][C:2]1[CH:7]=[CH:6][C:5]([N:8]2[C:16]3[C:11](=[CH:12][C:13]([C:17]4([C:23]([CH3:28])([CH3:27])[C:24]([NH2:26])=O)[CH2:22][CH2:21][O:20][CH2:19][CH2:18]4)=[CH:14][CH:15]=3)[CH:10]=[N:9]2)=[CH:4][CH:3]=1.[H-].[H-].[H-].[H-].[Li+].[Al+3], predict the reaction product. The product is: [F:1][C:2]1[CH:7]=[CH:6][C:5]([N:8]2[C:16]3[C:11](=[CH:12][C:13]([C:17]4([C:23]([CH3:28])([CH3:27])[CH2:24][NH2:26])[CH2:18][CH2:19][O:20][CH2:21][CH2:22]4)=[CH:14][CH:15]=3)[CH:10]=[N:9]2)=[CH:4][CH:3]=1. (5) Given the reactants [C:1]([OH:4])(=[O:3])[CH3:2].C(C1C=CC(C2C=CC(O)=C(C3NC4C=CC(C(N)=N)=CC=4N=3)C=2)=CC=1)(=N)N.O[NH:34][C:35]([C:37]1[CH:63]=[CH:62][C:40]2[NH:41][C:42]([C:44]3[CH:45]=[C:46]([C:52]4[CH:57]=[CH:56][C:55]([C:58](=[NH:61])[NH:59]O)=[CH:54][CH:53]=4)[CH:47]=[CH:48][C:49]=3[O:50][CH3:51])=[N:43][C:39]=2[CH:38]=1)=[NH:36], predict the reaction product. The product is: [C:1]([OH:4])(=[O:3])[CH3:2].[C:58]([C:55]1[CH:54]=[CH:53][C:52]([C:46]2[CH:47]=[CH:48][C:49]([O:50][CH3:51])=[C:44]([C:42]3[NH:41][C:40]4[CH:62]=[CH:63][C:37]([C:35]([NH2:36])=[NH:34])=[CH:38][C:39]=4[N:43]=3)[CH:45]=2)=[CH:57][CH:56]=1)(=[NH:59])[NH2:61]. (6) Given the reactants S(S([O-])=O)([O-])=O.[Na+].[Na+].[Br:9][C:10]1[C:15]([OH:16])=[C:14]([N+:17]([O-])=O)[CH:13]=[C:12]([F:20])[CH:11]=1, predict the reaction product. The product is: [NH2:17][C:14]1[CH:13]=[C:12]([F:20])[CH:11]=[C:10]([Br:9])[C:15]=1[OH:16]. (7) Given the reactants C(OC([N:8]1[CH2:11][CH:10]([N:12]([C:14]2[CH:15]=[N:16][CH:17]=[C:18]([N:20]3[C:28](=[O:29])[C:27]4[C:22](=[CH:23][C:24]([Cl:30])=[CH:25][CH:26]=4)[C:21]3([CH3:32])[CH3:31])[CH:19]=2)[CH3:13])[CH2:9]1)=O)(C)(C)C.C(Cl)(=O)C, predict the reaction product. The product is: [NH:8]1[CH2:9][CH:10]([N:12]([CH3:13])[C:14]2[CH:19]=[C:18]([N:20]3[C:21]([CH3:31])([CH3:32])[C:22]4[C:27](=[CH:26][CH:25]=[C:24]([Cl:30])[CH:23]=4)[C:28]3=[O:29])[CH:17]=[N:16][CH:15]=2)[CH2:11]1. (8) Given the reactants [O:1]=[C:2]1[CH2:8][O:7][C:6]([C:14]2[S:15][CH:16]=[CH:17][CH:18]=2)([C:9]2[S:10][CH:11]=[CH:12][CH:13]=2)[C:5]2[CH:19]=[C:20]([C:23]3[NH:27][C:26]([C:28]#[N:29])=[CH:25][CH:24]=3)[CH:21]=[CH:22][C:4]=2[NH:3]1.I[CH3:31], predict the reaction product. The product is: [CH3:31][N:27]1[C:23]([C:20]2[CH:21]=[CH:22][C:4]3[NH:3][C:2](=[O:1])[CH2:8][O:7][C:6]([C:14]4[S:15][CH:16]=[CH:17][CH:18]=4)([C:9]4[S:10][CH:11]=[CH:12][CH:13]=4)[C:5]=3[CH:19]=2)=[CH:24][CH:25]=[C:26]1[C:28]#[N:29]. (9) Given the reactants [Cl:1][C:2]1[CH:3]=[C:4]2[NH:11][C@@H:10]([CH3:12])[CH2:9][N:5]2[C:6](=[O:8])[N:7]=1.I[CH:14]([CH3:16])[CH3:15].C([O-])([O-])=O.[Cs+].[Cs+], predict the reaction product. The product is: [Cl:1][C:2]1[CH:3]=[C:4]2[N:11]([CH:14]([CH3:16])[CH3:15])[C@@H:10]([CH3:12])[CH2:9][N:5]2[C:6](=[O:8])[N:7]=1.